This data is from Experimentally validated miRNA-target interactions with 360,000+ pairs, plus equal number of negative samples. The task is: Binary Classification. Given a miRNA mature sequence and a target amino acid sequence, predict their likelihood of interaction. (1) The miRNA is hsa-miR-4513 with sequence AGACUGACGGCUGGAGGCCCAU. The protein sequence of the target gene is MAEAEGSSLLLLPPPPPPPRMAEVEAPTAAETDMKQYQGSGGVAMDVERSRFPYCVVWTPIPVLTWFFPIIGHMGICTSTGVIRDFAGPYFVSEDNMAFGKPAKYWKLDPAQVYASGPNAWDTAVHDASEEYKHRMHNLCCDNCHSHVALALNLMRYNNSTNWNMVTLCFFCLLYGKYVSVGAFVKTWLPFILLLGIILTVSLVFNLR. Result: 0 (no interaction). (2) The miRNA is mmu-miR-695 with sequence AGAUUGGGCAUAGGUGACUGAA. The protein sequence of the target gene is MLKAVLKKSREGGKGGKKEAGSDFGPETSPVLHLDHSADSPVSSLPTAEDTYRVSLAKGVSMSLPSSPLLPRQSHLVQSRVNKKSPGPVRKPKYVESPRVPGDAVIMPFREVAKPTEPDEHEAKADNEPSCSPAAQELLTRLGFLLGEGIPSATHITIEDKNETMCTALSQGISPCSTLTSSTASPSTDSPCSTLNSCVSKTAANKSPCETISSPSSTLESKDSGIIATITSSSENDDRSGSSLEWNKDGNLRLGVQKGVLHDRRADNCSPVAEEETTGSAESTLPKAESSAGDGPVPYS.... Result: 0 (no interaction). (3) The miRNA is mmu-miR-139-3p with sequence UGGAGACGCGGCCCUGUUGGAG. The protein sequence of the target gene is MMALGRAFAIVFCLIQAVSGESGNAQDGDLEDADADDHSFWCHSQLEVDGSQHLLTCAFNDSDINTANLEFQICGALLRVKCLTLNKLQDIYFIKTSEFLLIGSSNICVKLGQKNLTCKNMAINTIVKAEAPSDLKVVYRKEANDFLVTFNAPHLKKKYLKKVKHDVAYRPARGESNWTHVSLFHTRTTIPQRKLRPKAMYEIKVRSIPHNDYFKGFWSEWSPSSTFETPEPKNQGGWDPVLPSVTILSLFSVFLLVILAHVLWKKRIKPVVWPSLPDHKKTLEQLCKKPKTSLNVSFNP.... Result: 0 (no interaction). (4) The protein sequence of the target gene is MADSKEGVLPLTAASTAPISFGFTRTSARRRLADSGDGAGPSPEEKDFLKTVEGRELQSVKPQEAPKELVIPLIQNGHRRQPPARPPGPSTDTGALADGVVSQAVKELIAESKKSLEERENAGVDPTLAIPMIQKGCTPSGEGADSEPRAETVPEEANYEAVPVEAYGLAMLRGMGWKPGEGIGRTFNQVVKPRVNSLRPKGLGLGANLTEAQALTPTGPSRMPRPDEEQEKDKEDQPQGLVPGGAVVVLSGPHRGLYGKVEGLDPDNVRAMVRLAVGSRVVTVSEYYLRPVSQQEFDKN.... Result: 1 (interaction). The miRNA is hsa-miR-149-3p with sequence AGGGAGGGACGGGGGCUGUGC. (5) The miRNA is hsa-miR-564 with sequence AGGCACGGUGUCAGCAGGC. The protein sequence of the target gene is MAVSTGVKVPRNFRLLEELEEGQKGVGDGTVSWGLEDDEDMTLTRWTGMIIGPPRTNYENRIYSLKVECGPKYPEAPPSVRFVTKINMNGINNSSGMVDARSIPVLAKWQNSYSIKVVLQELRRLMMSKENMKLPQPPEGQTYNN. Result: 0 (no interaction).